This data is from Full USPTO retrosynthesis dataset with 1.9M reactions from patents (1976-2016). The task is: Predict the reactants needed to synthesize the given product. Given the product [Cl:23][C:12]1[CH:13]=[C:14]([C:15]2[CH:16]=[CH:17][C:18]([O:21][CH3:22])=[CH:19][CH:20]=2)[C:9]([OH:8])=[N:10][CH:11]=1, predict the reactants needed to synthesize it. The reactants are: C([O:8][C:9]1[C:14]([C:15]2[CH:20]=[CH:19][C:18]([O:21][CH3:22])=[CH:17][CH:16]=2)=[CH:13][C:12]([Cl:23])=[CH:11][N:10]=1)C1C=CC=CC=1.